This data is from Full USPTO retrosynthesis dataset with 1.9M reactions from patents (1976-2016). The task is: Predict the reactants needed to synthesize the given product. (1) Given the product [F:27][C:24]1[CH:23]=[CH:22][CH:21]=[C:20]2[C:25]=1[CH:26]=[C:18]([C:17]1[N:16]=[C:15]([C:28]3[C:29]([N:48]([CH3:53])[S:49]([CH3:52])(=[O:51])=[O:50])=[CH:30][C:31]4[O:35][C:34]([C:36]5[CH:37]=[CH:38][C:39]([F:42])=[CH:40][CH:41]=5)=[C:33]([C:43]([NH:45][CH3:46])=[O:44])[C:32]=4[CH:47]=3)[CH:14]=[CH:13][C:12]=1[CH:10]([F:11])[CH2:9][OH:8])[NH:19]2, predict the reactants needed to synthesize it. The reactants are: C([O:8][CH2:9][CH:10]([C:12]1[CH:13]=[CH:14][C:15]([C:28]2[C:29]([N:48]([CH3:53])[S:49]([CH3:52])(=[O:51])=[O:50])=[CH:30][C:31]3[O:35][C:34]([C:36]4[CH:41]=[CH:40][C:39]([F:42])=[CH:38][CH:37]=4)=[C:33]([C:43]([NH:45][CH3:46])=[O:44])[C:32]=3[CH:47]=2)=[N:16][C:17]=1[C:18]1[NH:19][C:20]2[C:25]([CH:26]=1)=[C:24]([F:27])[CH:23]=[CH:22][CH:21]=2)[F:11])C1C=CC=CC=1. (2) Given the product [Cl:4][C:5]1[C:10]([CH3:11])=[CH:9][C:8]([C:12]([OH:14])=[O:2])=[C:7]([F:15])[CH:6]=1, predict the reactants needed to synthesize it. The reactants are: Cl[O-:2].[Na+].[Cl:4][C:5]1[C:10]([CH3:11])=[CH:9][C:8]([C:12](=[O:14])C)=[C:7]([F:15])[CH:6]=1.Cl. (3) Given the product [Cl:1][C:2]1[C:7]([C:16]#[C:15][C:13]2[N:14]=[C:10]([CH3:9])[S:11][CH:12]=2)=[CH:6][CH:5]=[CH:4][N:3]=1, predict the reactants needed to synthesize it. The reactants are: [Cl:1][C:2]1[C:7](I)=[CH:6][CH:5]=[CH:4][N:3]=1.[CH3:9][C:10]1[S:11][CH:12]=[C:13]([C:15]#[C:16][Si](C)(C)C)[N:14]=1.C(N(CC)CC)C.CCCC[N+](CCCC)(CCCC)CCCC.[F-].CCOC(C)=O.[Cl-].[Na+].O. (4) Given the product [F:38][C:37]([F:40])([F:39])[C:35]([OH:41])=[O:36].[CH2:19]([C:14]1[CH:15]=[CH:16][CH:17]=[CH:18][C:13]=1[N:12]1[C:8]([C:5]2[CH:4]=[CH:3][C:2]([O:36][CH3:35])=[CH:7][CH:6]=2)=[CH:9][C:10]([O:21][CH:22]2[CH2:27][CH2:26][NH:25][CH2:24][CH2:23]2)=[N:11]1)[CH3:20], predict the reactants needed to synthesize it. The reactants are: Cl[C:2]1[CH:7]=[CH:6][C:5]([C:8]2[N:12]([C:13]3[CH:18]=[CH:17][CH:16]=[CH:15][C:14]=3[CH2:19][CH3:20])[N:11]=[C:10]([O:21][CH:22]3[CH2:27][CH2:26][N:25](C(OC(C)(C)C)=O)[CH2:24][CH2:23]3)[CH:9]=2)=[CH:4][CH:3]=1.[C:35]([OH:41])([C:37]([F:40])([F:39])[F:38])=[O:36]. (5) Given the product [Br:21][C:3]1[C:4]2[C:9](=[CH:8][CH:7]=[C:6]([C:10]#[N:11])[CH:5]=2)[NH:1][N:2]=1, predict the reactants needed to synthesize it. The reactants are: [NH:1]1[C:9]2[C:4](=[CH:5][C:6]([C:10]#[N:11])=[CH:7][CH:8]=2)[CH:3]=[N:2]1.FC1C=CC(C#N)=CC=1.[Br:21]N1C(=O)CCC1=O.